This data is from Reaction yield outcomes from USPTO patents with 853,638 reactions. The task is: Predict the reaction yield, written as a fraction of the theoretical maximum amount of product (1.0 means a 100% yield; for example, 0.34 means a 34% yield). (1) The reactants are [CH3:1][N:2]([S:21]([C:24]1[S:25][CH:26]=[CH:27][CH:28]=1)(=[O:23])=[O:22])[C:3]1[CH:4]=[CH:5][CH:6]=[C:7]2[C:11]=1[NH:10][C:9]([C:12]1[S:13][CH:14]([CH2:17][C:18]([OH:20])=O)[CH2:15][N:16]=1)=[CH:8]2.N1(O)C2C=CC=CC=2N=N1.Cl.CN(C)CCCN=C=NCC.C(N(C(C)C)C(C)C)C.[NH:60]1[CH2:65][CH2:64][O:63][CH2:62][CH2:61]1. The catalyst is CN(C)C=O.O. The product is [CH3:1][N:2]([C:3]1[CH:4]=[CH:5][CH:6]=[C:7]2[C:11]=1[NH:10][C:9]([C:12]1[S:13][CH:14]([CH2:17][C:18]([N:60]3[CH2:65][CH2:64][O:63][CH2:62][CH2:61]3)=[O:20])[CH2:15][N:16]=1)=[CH:8]2)[S:21]([C:24]1[S:25][CH:26]=[CH:27][CH:28]=1)(=[O:22])=[O:23]. The yield is 0.570. (2) The reactants are [CH:1]1([N:7]2[C:12]([OH:13])=[C:11]([C:14]([NH:16][CH2:17][C:18]([O:20]CC)=[O:19])=[O:15])[C:10](=[O:23])[NH:9][C:8]2=[O:24])[CH2:6][CH2:5][CH2:4][CH2:3][CH2:2]1.C(=O)([O-])[O-].[K+].[K+].[CH3:31][C:32]1[CH:39]=[C:38]([CH3:40])[CH:37]=[CH:36][C:33]=1[CH2:34]Br.Cl. The catalyst is CN(C)C=O. The product is [CH:1]1([N:7]2[C:12]([OH:13])=[C:11]([C:14]([NH:16][CH2:17][C:18]([OH:20])=[O:19])=[O:15])[C:10](=[O:23])[N:9]([CH2:34][C:33]3[CH:36]=[CH:37][C:38]([CH3:40])=[CH:39][C:32]=3[CH3:31])[C:8]2=[O:24])[CH2:2][CH2:3][CH2:4][CH2:5][CH2:6]1. The yield is 0.400. (3) The reactants are [C:1]([O:4][C:5]1[CH:13]=[CH:12][CH:11]=[CH:10][C:6]=1[C:7]([OH:9])=[O:8])(=[O:3])[CH3:2].C(N(CC)CC)C.ClC(OCC)=O.O[CH2:28][CH2:29][CH2:30][NH:31][C:32](=[O:41])[O:33][CH2:34][C:35]1[CH:40]=[CH:39][CH:38]=[CH:37][CH:36]=1. The catalyst is C(Cl)Cl. The product is [C:1]([O:4][C:5]1[CH:13]=[CH:12][CH:11]=[CH:10][C:6]=1[C:7]([O:9][CH2:28][CH2:29][CH2:30][NH:31][C:32]([O:33][CH2:34][C:35]1[CH:36]=[CH:37][CH:38]=[CH:39][CH:40]=1)=[O:41])=[O:8])(=[O:3])[CH3:2]. The yield is 0.540. (4) The reactants are [CH3:1][O:2][C:3]1[CH:4]=[C:5]2[C:10](=[CH:11][C:12]=1[CH2:13][NH:14][C@H:15]1[CH2:20][CH2:19][CH2:18][NH:17][C@H:16]1[C:21]1[CH:26]=[CH:25][CH:24]=[CH:23][CH:22]=1)[C@:9]([CH3:31])([C:27]([F:30])([F:29])[F:28])[O:8][CH2:7][CH2:6]2.COC1C=C2C(=CC=1C=O)C(C)(C(F)(F)F)OCC2.[C:51]([OH:61])(=[O:60])[CH:52]([C:54]1[CH:59]=[CH:58][CH:57]=[CH:56][CH:55]=1)[OH:53].[C:51]([OH:61])(=[O:60])[CH:52]([C:54]1[CH:59]=[CH:58][CH:57]=[CH:56][CH:55]=1)[OH:53].C1([C@H]2[C@@H](N)CCCN2)C=CC=CC=1.COC1C=C2C(=CC=1CNC1CCCNC1C1C=CC=CC=1)C(C)(C(F)(F)F)OCC2. The catalyst is ClCCl.C(O)C. The product is [C:51]([OH:61])(=[O:60])[C@H:52]([C:54]1[CH:59]=[CH:58][CH:57]=[CH:56][CH:55]=1)[OH:53].[CH3:1][O:2][C:3]1[CH:4]=[C:5]2[C:10](=[CH:11][C:12]=1[CH2:13][NH:14][CH:15]1[CH2:20][CH2:19][CH2:18][NH:17][CH:16]1[C:21]1[CH:22]=[CH:23][CH:24]=[CH:25][CH:26]=1)[C:9]([CH3:31])([C:27]([F:30])([F:28])[F:29])[O:8][CH2:7][CH2:6]2. The yield is 0.320.